Task: Predict the product of the given reaction.. Dataset: Forward reaction prediction with 1.9M reactions from USPTO patents (1976-2016) (1) The product is: [F:11][C:12]1[C:22]([F:23])=[CH:21][CH:20]=[CH:19][C:13]=1[C:14]([OH:16])([CH2:24][CH2:9][CH:7]=[CH2:10])[CH2:2][CH2:3][CH:4]=[CH2:5]. Given the reactants I[CH2:2][CH2:3][CH:4]=[CH2:5].[Li][C:7]([CH3:10])([CH3:9])C.[F:11][C:12]1[C:22]([F:23])=[CH:21][CH:20]=[CH:19][C:13]=1[C:14]([O:16]CC)=O.[CH3:24]COCC, predict the reaction product. (2) Given the reactants [NH2:1][C@H:2]([CH2:22][C:23]1[CH:28]=[CH:27][C:26]([Cl:29])=[C:25]([Cl:30])[CH:24]=1)[C:3]([N:5]1[CH2:10][CH2:9][C:8]([CH:16]2[CH2:21][CH2:20][CH2:19][CH2:18][CH2:17]2)([C:11]([O:13][CH2:14][CH3:15])=[O:12])[CH2:7][CH2:6]1)=[O:4].Cl[C:32](OC1C=CC([N+]([O-])=O)=CC=1)=[O:33].[NH2:44][CH2:45][CH2:46][C:47]1[N:51]=[CH:50][NH:49][CH:48]=1.[OH-].[Na+], predict the reaction product. The product is: [CH:16]1([C:8]2([C:11]([O:13][CH2:14][CH3:15])=[O:12])[CH2:7][CH2:6][N:5]([C:3](=[O:4])[C@H:2]([NH:1][C:32]([NH:44][CH2:45][CH2:46][C:47]3[N:51]=[CH:50][NH:49][CH:48]=3)=[O:33])[CH2:22][C:23]3[CH:28]=[CH:27][C:26]([Cl:29])=[C:25]([Cl:30])[CH:24]=3)[CH2:10][CH2:9]2)[CH2:21][CH2:20][CH2:19][CH2:18][CH2:17]1. (3) The product is: [NH2:12][C:10]1[S:11][C:7]([C:5]2[CH:4]=[CH:3][N:33]=[C:31]([NH:30][C:26]3[CH:25]=[C:24]([S:21]([NH:20][CH3:19])(=[O:22])=[O:23])[CH:29]=[CH:28][CH:27]=3)[N:32]=2)=[C:8]([CH3:17])[N:9]=1. Given the reactants CN(C)[CH:3]=[CH:4][C:5]([C:7]1[S:11][C:10]([N:12]=CN(C)C)=[N:9][C:8]=1[CH3:17])=O.[CH3:19][NH:20][S:21]([C:24]1[CH:29]=[CH:28][CH:27]=[C:26]([NH:30][C:31]([NH2:33])=[NH:32])[CH:25]=1)(=[O:23])=[O:22], predict the reaction product. (4) The product is: [OH:8][CH2:9][C:10]1[O:11][CH:12]=[C:13]([C:15](=[O:17])[CH3:16])[N:14]=1. Given the reactants N#N.C([SiH2][O:8][C:9](C)(C)[C:10]1[O:11][CH:12]=[C:13]([C:15](=[O:17])[CH3:16])[N:14]=1)(C)(C)C.CCCC[N+](CCCC)(CCCC)CCCC.[F-], predict the reaction product. (5) Given the reactants [F:1][C:2]1[CH:3]=[C:4]([O:18][CH2:19][C@@H:20]([NH:22][C:23](=[O:29])[O:24][C:25]([CH3:28])([CH3:27])[CH3:26])[CH3:21])[CH:5]=[N:6][C:7]=1[C:8]1[O:9][C:10]2[CH:16]=[C:15]([OH:17])[CH:14]=[CH:13][C:11]=2[N:12]=1.CS(O[CH2:35][CH2:36][CH:37]1[CH2:39][C:38]1([F:41])[F:40])(=O)=O.C(=O)([O-])[O-].[K+].[K+].CN(C=O)C, predict the reaction product. The product is: [F:40][C:38]1([F:41])[CH2:39][CH:37]1[CH2:36][CH2:35][O:17][C:15]1[CH:14]=[CH:13][C:11]2[N:12]=[C:8]([C:7]3[N:6]=[CH:5][C:4]([O:18][CH2:19][C@@H:20]([NH:22][C:23](=[O:29])[O:24][C:25]([CH3:28])([CH3:27])[CH3:26])[CH3:21])=[CH:3][C:2]=3[F:1])[O:9][C:10]=2[CH:16]=1. (6) Given the reactants [F:1][C:2]1[CH:26]=[CH:25][CH:24]=[C:23]([F:27])[C:3]=1[CH2:4][O:5][C:6]1[CH:11]=[CH:10][C:9]([C:12](=[O:22])[CH2:13][CH2:14][C:15]([O:17]C(C)(C)C)=[O:16])=[CH:8][CH:7]=1.FC(F)(F)C(O)=O, predict the reaction product. The product is: [F:1][C:2]1[CH:26]=[CH:25][CH:24]=[C:23]([F:27])[C:3]=1[CH2:4][O:5][C:6]1[CH:11]=[CH:10][C:9]([C:12](=[O:22])[CH2:13][CH2:14][C:15]([OH:17])=[O:16])=[CH:8][CH:7]=1.